From a dataset of Peptide-MHC class I binding affinity with 185,985 pairs from IEDB/IMGT. Regression. Given a peptide amino acid sequence and an MHC pseudo amino acid sequence, predict their binding affinity value. This is MHC class I binding data. (1) The peptide sequence is YSELRPDTRY. The binding affinity (normalized) is 0.132. The MHC is HLA-A26:01 with pseudo-sequence HLA-A26:01. (2) The binding affinity (normalized) is 0.594. The peptide sequence is ELTTVFIKYV. The MHC is HLA-A68:02 with pseudo-sequence HLA-A68:02.